Dataset: Forward reaction prediction with 1.9M reactions from USPTO patents (1976-2016). Task: Predict the product of the given reaction. (1) Given the reactants [F:1][C:2]1[CH:3]=[C:4]([C:8]2[N:13]=[C:12]([CH3:14])[C:11]([C:15]([OH:17])=O)=[CH:10][N:9]=2)[CH:5]=[CH:6][CH:7]=1.CN(C(SC1[N+]([O-])=CC=CC=1)=[N+](C)C)C.F[P-](F)(F)(F)(F)F.CCN(C(C)C)C(C)C.[NH2:49][N:50]1[C:58]2[C:53](=[CH:54][CH:55]=[CH:56][CH:57]=2)[C:52]([C:59](=[O:64])[C:60]([F:63])([F:62])[F:61])=[CH:51]1, predict the reaction product. The product is: [F:63][C:60]([F:61])([F:62])[C:59]([C:52]1[C:53]2[C:58](=[CH:57][CH:56]=[CH:55][CH:54]=2)[N:50]([NH:49][C:15]([C:11]2[C:12]([CH3:14])=[N:13][C:8]([C:4]3[CH:5]=[CH:6][CH:7]=[C:2]([F:1])[CH:3]=3)=[N:9][CH:10]=2)=[O:17])[CH:51]=1)=[O:64]. (2) Given the reactants [I-].C[N+](C)(C)[CH2:4][C:5]1[C:13]2[C:8](=[CH:9][CH:10]=[CH:11][C:12]=2[CH3:14])[NH:7][CH:6]=1.[C-:17]#[N:18].[Na+], predict the reaction product. The product is: [CH3:14][C:12]1[CH:11]=[CH:10][CH:9]=[C:8]2[C:13]=1[C:5]([CH2:4][C:17]#[N:18])=[CH:6][NH:7]2.